From a dataset of Catalyst prediction with 721,799 reactions and 888 catalyst types from USPTO. Predict which catalyst facilitates the given reaction. (1) Reactant: [NH2-].[Na+].Cl.[F:4][C:5]1[CH:10]=[CH:9][C:8]([NH:11][NH2:12])=[CH:7][CH:6]=1.Br[CH2:14][C:15]1[CH:20]=[CH:19][C:18]([Br:21])=[CH:17][CH:16]=1. Product: [Br:21][C:18]1[CH:19]=[CH:20][C:15]([CH2:14][N:11]([C:8]2[CH:9]=[CH:10][C:5]([F:4])=[CH:6][CH:7]=2)[NH2:12])=[CH:16][CH:17]=1. The catalyst class is: 7. (2) Reactant: [F:1][C:2]1[CH:7]=[C:6]([F:8])[CH:5]=[CH:4][C:3]=1[CH2:9][C:10]([CH2:12][N+:13]([O-:15])=[O:14])=O.C([O-])(=O)C.[NH4+:20]. Product: [F:1][C:2]1[CH:7]=[C:6]([F:8])[CH:5]=[CH:4][C:3]=1[CH2:9]/[C:10](/[NH2:20])=[CH:12]/[N+:13]([O-:15])=[O:14]. The catalyst class is: 48.